Dataset: Reaction yield outcomes from USPTO patents with 853,638 reactions. Task: Predict the reaction yield, written as a fraction of the theoretical maximum amount of product (1.0 means a 100% yield; for example, 0.34 means a 34% yield). (1) The reactants are C([O:8][C:9]([C:11]1[N:16]=[C:15]([C:17]([OH:19])=[O:18])[CH:14]=[CH:13][CH:12]=1)=O)C1C=CC=CC=1.C(Cl)(Cl)Cl.CO.[NH4+:26].[OH-]. No catalyst specified. The product is [C:9]([C:11]1[N:16]=[C:15]([C:17]([OH:19])=[O:18])[CH:14]=[CH:13][CH:12]=1)(=[O:8])[NH2:26]. The yield is 0.940. (2) The reactants are C1C=CC(P(C2C=CC=CC=2)C2C=CC=CC=2)=CC=1.II.[CH2:22]([O:29][N:30]1[C:36](=[O:37])[N:35]2[CH2:38][C@H:31]1[CH2:32][CH2:33][C@H:34]2[C:39]([NH:41][NH:42][C:43](=O)[CH2:44][CH:45]1[CH2:48][CH:47]([NH:49][C:50](=[O:56])[O:51][C:52]([CH3:55])([CH3:54])[CH3:53])[CH2:46]1)=[O:40])[C:23]1[CH:28]=[CH:27][CH:26]=[CH:25][CH:24]=1. The catalyst is C(Cl)Cl. The product is [CH2:22]([O:29][N:30]1[C:36](=[O:37])[N:35]2[CH2:38][C@H:31]1[CH2:32][CH2:33][C@H:34]2[C:39]1[O:40][C:43]([CH2:44][CH:45]2[CH2:46][CH:47]([NH:49][C:50](=[O:56])[O:51][C:52]([CH3:55])([CH3:54])[CH3:53])[CH2:48]2)=[N:42][N:41]=1)[C:23]1[CH:28]=[CH:27][CH:26]=[CH:25][CH:24]=1. The yield is 0.850. (3) The reactants are [N:1]1([C:7](=[S:11])[CH2:8][C:9]#[N:10])[CH2:6][CH2:5][O:4][CH2:3][CH2:2]1.[CH2:12](OC(OCC)OCC)C.[NH:22]1[CH2:27][CH2:26][O:25][CH2:24][CH2:23]1. No catalyst specified. The product is [N:22]1([CH:12]=[C:8]([C:7]([N:1]2[CH2:6][CH2:5][O:4][CH2:3][CH2:2]2)=[S:11])[C:9]#[N:10])[CH2:27][CH2:26][O:25][CH2:24][CH2:23]1. The yield is 0.830. (4) The reactants are FC(F)(F)S(O[C:7]1[CH:12]=[CH:11][C:10]([C:13]([CH3:21])([CH3:20])[O:14][SiH2:15][C:16]([CH3:19])([CH3:18])[CH3:17])=[C:9]([CH:22]([CH3:24])[CH3:23])[CH:8]=1)(=O)=O.[CH3:27][Si:28]([C:31]#[CH:32])([CH3:30])[CH3:29]. The catalyst is C(N(CC)CC)C.CN(C=O)C.Cl[Pd](Cl)([P](C1C=CC=CC=1)(C1C=CC=CC=1)C1C=CC=CC=1)[P](C1C=CC=CC=1)(C1C=CC=CC=1)C1C=CC=CC=1. The product is [C:16]([SiH2:15][O:14][C:13]([CH3:21])([CH3:20])[C:10]1[CH:11]=[CH:12][C:7]([C:32]#[C:31][Si:28]([CH3:30])([CH3:29])[CH3:27])=[CH:8][C:9]=1[CH:22]([CH3:24])[CH3:23])([CH3:19])([CH3:18])[CH3:17]. The yield is 0.780.